Dataset: Reaction yield outcomes from USPTO patents with 853,638 reactions. Task: Predict the reaction yield, written as a fraction of the theoretical maximum amount of product (1.0 means a 100% yield; for example, 0.34 means a 34% yield). (1) The reactants are [N:1]1[CH:6]=[CH:5][N:4]=[C:3]([C:7]([OH:9])=[O:8])[C:2]=1[C:10]([OH:12])=[O:11].OS(O)(=O)=O.[CH3:18]O. No catalyst specified. The product is [CH3:18][O:11][C:10]([C:2]1[C:3]([C:7]([OH:9])=[O:8])=[N:4][CH:5]=[CH:6][N:1]=1)=[O:12]. The yield is 0.470. (2) The reactants are [CH2:1]([Mg]Cl)[CH2:2][CH3:3].[CH2:6]([C:8]1[N:13]=[C:12]2[S:14][C:15]3[CH2:20][CH2:19][CH2:18][CH2:17][C:16]=3[C:11]2=[C:10]([C:21]2[CH:26]=[CH:25][C:24]([CH3:27])=[CH:23][CH:22]=2)[C:9]=1[CH:28]=[C:29]1[S:33][C:32](=[O:34])[NH:31][C:30]1=[O:35])[CH3:7].C(OCC)C.O1CCCC1. The catalyst is C(OCC)C.[Cu]I. The product is [CH2:6]([C:8]1[N:13]=[C:12]2[S:14][C:15]3[CH2:20][CH2:19][CH2:18][CH2:17][C:16]=3[C:11]2=[C:10]([C:21]2[CH:22]=[CH:23][C:24]([CH3:27])=[CH:25][CH:26]=2)[C:9]=1[CH:28]([CH:29]1[S:33][C:32](=[O:34])[NH:31][C:30]1=[O:35])[CH2:1][CH2:2][CH3:3])[CH3:7]. The yield is 0.0900. (3) The reactants are [H-].[Na+].[O:3]=[C:4]1[C@@H:8]([NH:9][C:10](=[O:16])[O:11][C:12]([CH3:15])([CH3:14])[CH3:13])[CH2:7][CH2:6][NH:5]1.Br[CH2:18][CH2:19][O:20][CH3:21]. The catalyst is C1COCC1.CN(C=O)C.CCOC(C)=O. The product is [CH3:21][O:20][CH2:19][CH2:18][N:5]1[CH2:6][CH2:7][C@H:8]([NH:9][C:10](=[O:16])[O:11][C:12]([CH3:13])([CH3:15])[CH3:14])[C:4]1=[O:3]. The yield is 0.310. (4) The reactants are [NH:1]1[CH2:5][CH2:4][C@@H:3]([CH2:6][OH:7])[CH2:2]1.CCN(C(C)C)C(C)C.[CH:17]1([C:20](Cl)=[O:21])[CH2:19][CH2:18]1. The catalyst is C(Cl)Cl. The product is [CH:17]1([C:20]([N:1]2[CH2:5][CH2:4][C@@H:3]([CH2:6][OH:7])[CH2:2]2)=[O:21])[CH2:19][CH2:18]1. The yield is 0.600. (5) The reactants are [F:1][C:2]1[CH:12]=[C:11]([F:13])[CH:10]=[CH:9][C:3]=1[CH:4]=[CH:5][C:6]([OH:8])=[O:7].[H][H]. The catalyst is [Pd]. The product is [F:1][C:2]1[CH:12]=[C:11]([F:13])[CH:10]=[CH:9][C:3]=1[CH2:4][CH2:5][C:6]([OH:8])=[O:7]. The yield is 0.900. (6) The product is [OH:3][CH2:4][C:5]([O:7][CH2:8][C:9]1[CH:14]=[CH:13][CH:12]=[CH:11][CH:10]=1)=[O:6]. The yield is 0.690. The reactants are [H-].[Na+].[OH:3][CH2:4][C:5]([OH:7])=[O:6].[CH2:8](Br)[C:9]1[CH:14]=[CH:13][CH:12]=[CH:11][CH:10]=1. The catalyst is C1COCC1. (7) The reactants are Br[C:2]1[N:7]=[C:6]2[N:8]([CH2:11][C:12]3[CH:13]=[C:14]4[C:19](=[CH:20][CH:21]=3)[N:18]=[CH:17][CH:16]=[CH:15]4)[N:9]=[N:10][C:5]2=[N:4][CH:3]=1.CC(O)=O.CCOC(C)=O.[H][H]. The catalyst is CO.[Pd]. The product is [N:8]1([CH2:11][C:12]2[CH:13]=[C:14]3[C:19](=[CH:20][CH:21]=2)[N:18]=[CH:17][CH:16]=[CH:15]3)[C:6]2=[N:7][CH:2]=[CH:3][N:4]=[C:5]2[N:10]=[N:9]1. The yield is 0.200. (8) The reactants are C([O:8][C:9]1[N:10]=[N:11][C:12](/[CH:23]=[CH:24]/[C:25]2[CH:30]=[CH:29][C:28]([C:31]([F:34])([F:33])[F:32])=[C:27]([C:35]([F:38])([F:37])[F:36])[CH:26]=2)=[CH:13][C:14]=1[O:15]CC1C=CC=CC=1)C1C=CC=CC=1. The catalyst is C1COCC1.[Pd]. The product is [F:38][C:35]([F:36])([F:37])[C:27]1[CH:26]=[C:25]([CH2:24][CH2:23][C:12]2[CH:13]=[C:14]([OH:15])[C:9](=[O:8])[NH:10][N:11]=2)[CH:30]=[CH:29][C:28]=1[C:31]([F:32])([F:34])[F:33]. The yield is 0.260. (9) The reactants are [C:1]([Si:5]([CH3:18])([CH3:17])[O:6][CH2:7][C:8]([CH3:16])([CH3:15])[CH2:9]OS(C)(=O)=O)([CH3:4])([CH3:3])[CH3:2].[C-:19]#[N:20].[K+].O. The catalyst is CS(C)=O. The product is [C:1]([Si:5]([CH3:18])([CH3:17])[O:6][CH2:7][C:8]([CH3:16])([CH3:15])[CH2:9][C:19]#[N:20])([CH3:4])([CH3:3])[CH3:2]. The yield is 0.570. (10) The reactants are C(OP([CH2:9][C:10]1[CH:15]=[CH:14][C:13]([N+:16]([O-:18])=[O:17])=[CH:12][CH:11]=1)(=O)OCC)C.[F:19][C:20]1[CH:21]=[C:22]([CH:25]=[CH:26][CH:27]=1)[CH:23]=O. No catalyst specified. The product is [F:19][C:20]1[CH:21]=[C:22]([CH:23]=[CH:9][C:10]2[CH:11]=[CH:12][C:13]([N+:16]([O-:18])=[O:17])=[CH:14][CH:15]=2)[CH:25]=[CH:26][CH:27]=1. The yield is 0.820.